Dataset: Full USPTO retrosynthesis dataset with 1.9M reactions from patents (1976-2016). Task: Predict the reactants needed to synthesize the given product. The reactants are: O[C@H:2]1[CH2:19][CH2:18][C@@:17]2([CH3:20])[C:4](=[CH:5][CH2:6][C@@H:7]3[C@@H:16]2[CH2:15][CH2:14][C@@:12]2([CH3:13])[C@H:8]3[CH2:9][CH2:10][C:11]2=[O:21])[CH2:3]1.C1C=C(Cl)C=C(C(OO)=[O:30])C=1.[O-:33]S([O-])=O.[Na+].[Na+].C([O-])(O)=O.[Na+]. Given the product [O:30]1[C@H:5]2[CH2:6][C@@H:7]3[C@@H:16]([C@@:17]4([CH3:20])[CH2:18][CH2:19][CH2:2][CH2:3][C@:4]124)[CH2:15][CH2:14][C@@:12]1([CH3:13])[C@H:8]3[CH2:9][CH2:10][C:11]1=[O:21].[O:33]1[C@@H:5]2[CH2:6][C@@H:7]3[C@@H:16]([C@@:17]4([CH3:20])[CH2:18][CH2:19][CH2:2][CH2:3][C@@:4]124)[CH2:15][CH2:14][C@@:12]1([CH3:13])[C@H:8]3[CH2:9][CH2:10][C:11]1=[O:21], predict the reactants needed to synthesize it.